This data is from M1 muscarinic receptor agonist screen with 61,833 compounds. The task is: Binary Classification. Given a drug SMILES string, predict its activity (active/inactive) in a high-throughput screening assay against a specified biological target. (1) The compound is S(=O)(=O)(Nc1cc2OCOc2cc1)c1sccc1. The result is 0 (inactive). (2) The molecule is s1c2ncn(CCOCC)c(=O)c2c(c1C(=O)NCC(OCC)=O)C. The result is 0 (inactive). (3) The compound is O1CCN(C(CC(O)=O)C(=O)N(c2ccccc2)c2ccccc2)CC1. The result is 0 (inactive). (4) The compound is O=c1n(c(=O)n(c2nc(N3CCN(CC3)c3ccc(OC)cc3)n(c12)Cc1ccccc1)C)C. The result is 0 (inactive). (5) The drug is S1CCN=C1NC(=O)c1sccc1. The result is 0 (inactive). (6) The molecule is S1C(N)=C(C(c2cc(Oc3ccccc3)ccc2)C(=C1N)C#N)C#N. The result is 0 (inactive). (7) The drug is Clc1c(N2CCN(C(=O)C3CCN(S(=O)(=O)c4c(onc4C)C)CC3)CC2)cccc1. The result is 0 (inactive). (8) The molecule is S(CC(=O)N1CCN(CC1)CCn1c(ccc1C)C)c1nc2c(nc1N1CCOCC1)cccc2. The result is 0 (inactive). (9) The compound is S(C=1NC(=O)CC(c2ccc(F)cc2)C1C#N)CC. The result is 0 (inactive). (10) The drug is O(CCNCCO)c1c(OC)cccc1OC. The result is 0 (inactive).